This data is from Forward reaction prediction with 1.9M reactions from USPTO patents (1976-2016). The task is: Predict the product of the given reaction. (1) Given the reactants [Br:1][C:2]1[CH:24]=[CH:23][C:22]([F:25])=[CH:21][C:3]=1[O:4][C:5]1[CH:10]=[CH:9][C:8]([C:11]2[CH:15]=[C:14]([C:16]3[NH:20][N:19]=[N:18][N:17]=3)[O:13][N:12]=2)=[CH:7][CH:6]=1.Br[CH2:27][C:28]([O:30][CH2:31][CH3:32])=[O:29].C(N(CC)CC)C, predict the reaction product. The product is: [Br:1][C:2]1[CH:24]=[CH:23][C:22]([F:25])=[CH:21][C:3]=1[O:4][C:5]1[CH:6]=[CH:7][C:8]([C:11]2[CH:15]=[C:14]([C:16]3[N:17]=[N:18][N:19]([CH2:27][C:28]([O:30][CH2:31][CH3:32])=[O:29])[N:20]=3)[O:13][N:12]=2)=[CH:9][CH:10]=1. (2) The product is: [CH:1]1[C:11]2[CH2:10][CH2:9][C:8]3[CH:12]=[CH:13][CH:14]=[CH:15][C:7]=3[C:6](=[CH:16][C:17]3[CH:18]=[C:19]([NH:23][S:25]([CH3:24])(=[O:27])=[O:26])[CH:20]=[CH:21][CH:22]=3)[C:5]=2[CH:4]=[CH:3][CH:2]=1. Given the reactants [CH:1]1[C:11]2[CH2:10][CH2:9][C:8]3[CH:12]=[CH:13][CH:14]=[CH:15][C:7]=3[C:6](=[CH:16][C:17]3[CH:18]=[C:19]([NH2:23])[CH:20]=[CH:21][CH:22]=3)[C:5]=2[CH:4]=[CH:3][CH:2]=1.[CH3:24][S:25](Cl)(=[O:27])=[O:26], predict the reaction product. (3) Given the reactants [C:1]([C:3]1[CH:8]=[C:7]([O:9][CH3:10])[C:6]([O:11][CH2:12][CH2:13][O:14][CH3:15])=[CH:5][C:4]=1[N:16]=[CH:17][N:18](C)C)#[N:2].[CH3:21][O:22][C:23]1[C:32]2[C:27](=[CH:28][CH:29]=[CH:30][CH:31]=2)[C:26]([O:33][CH3:34])=[CH:25][C:24]=1N, predict the reaction product. The product is: [CH3:34][O:33][C:26]1[C:27]2[C:32](=[CH:31][CH:30]=[CH:29][CH:28]=2)[C:23]([O:22][CH3:21])=[CH:24][C:25]=1[NH:2][C:1]1[C:3]2[C:4](=[CH:5][C:6]([O:11][CH2:12][CH2:13][O:14][CH3:15])=[C:7]([O:9][CH3:10])[CH:8]=2)[N:16]=[CH:17][N:18]=1.